Dataset: Forward reaction prediction with 1.9M reactions from USPTO patents (1976-2016). Task: Predict the product of the given reaction. Given the reactants Cl.Cl.[C:3]([C:7]1[CH:12]=[CH:11][CH:10]=[CH:9][C:8]=1[N:13]1[CH2:18][CH2:17][NH:16][CH2:15][CH2:14]1)([CH3:6])([CH3:5])[CH3:4].[CH:19]1([C:25]2[O:29][CH:28]=[N:27][C:26]=2[C:30](O)=[O:31])[CH2:24][CH2:23][CH2:22][CH2:21][CH2:20]1.C(N(CC)CC)C.CCN=C=NCCCN(C)C.C1C=CC2N(O)N=NC=2C=1, predict the reaction product. The product is: [C:3]([C:7]1[CH:12]=[CH:11][CH:10]=[CH:9][C:8]=1[N:13]1[CH2:18][CH2:17][N:16]([C:30]([C:26]2[N:27]=[CH:28][O:29][C:25]=2[CH:19]2[CH2:20][CH2:21][CH2:22][CH2:23][CH2:24]2)=[O:31])[CH2:15][CH2:14]1)([CH3:6])([CH3:4])[CH3:5].